Dataset: Peptide-MHC class I binding affinity with 185,985 pairs from IEDB/IMGT. Task: Regression. Given a peptide amino acid sequence and an MHC pseudo amino acid sequence, predict their binding affinity value. This is MHC class I binding data. (1) The peptide sequence is SLMEMDYER. The MHC is HLA-A03:01 with pseudo-sequence HLA-A03:01. The binding affinity (normalized) is 0. (2) The peptide sequence is YNAKRIETV. The MHC is HLA-B51:01 with pseudo-sequence HLA-B51:01. The binding affinity (normalized) is 0.0847. (3) The peptide sequence is ISDPAFKVF. The MHC is HLA-A26:01 with pseudo-sequence HLA-A26:01. The binding affinity (normalized) is 0.0847. (4) The peptide sequence is INDDDNPGH. The MHC is HLA-A02:02 with pseudo-sequence HLA-A02:02. The binding affinity (normalized) is 0. (5) The peptide sequence is KIISEIGQL. The MHC is HLA-A26:01 with pseudo-sequence HLA-A26:01. The binding affinity (normalized) is 0.226. (6) The peptide sequence is NSSAVVDNK. The MHC is HLA-A68:01 with pseudo-sequence HLA-A68:01. The binding affinity (normalized) is 0.650.